Predict which catalyst facilitates the given reaction. From a dataset of Catalyst prediction with 721,799 reactions and 888 catalyst types from USPTO. (1) Reactant: [N:1]1[CH:6]=[CH:5][N:4]=[C:3]2[CH:7]=[N:8][CH:9]=[CH:10][C:2]=12.Cl[C:12]([O:14][CH2:15][CH3:16])=[O:13].[Li+].[BH4-]. Product: [N:1]1[CH:6]=[CH:5][N:4]=[C:3]2[CH2:7][N:8]([C:12]([O:14][CH2:15][CH3:16])=[O:13])[CH:9]=[CH:10][C:2]=12. The catalyst class is: 1. (2) Reactant: [Cl:1][C:2]1[CH:7]=[CH:6][C:5]([C:8]2[C:12]([CH2:13][O:14][C:15]3[C:20]([F:21])=[CH:19][C:18]([CH2:22][CH2:23][C:24](OCC)=[O:25])=[CH:17][C:16]=3[F:29])=[C:11]([C:30]([F:33])([F:32])[F:31])[S:10][N:9]=2)=[CH:4][CH:3]=1.[H-].[H-].[H-].[H-].[Li+].[Al+3]. Product: [Cl:1][C:2]1[CH:7]=[CH:6][C:5]([C:8]2[C:12]([CH2:13][O:14][C:15]3[C:20]([F:21])=[CH:19][C:18]([CH2:22][CH2:23][CH2:24][OH:25])=[CH:17][C:16]=3[F:29])=[C:11]([C:30]([F:32])([F:33])[F:31])[S:10][N:9]=2)=[CH:4][CH:3]=1. The catalyst class is: 7. (3) Reactant: CO[CH:3]1[CH2:7][CH2:6][CH:5](OC)O1.[NH2:10][C:11]1[CH:12]=[C:13]([C:19]([C:23]2[CH:28]=[CH:27][C:26]([O:29][CH3:30])=[C:25]([O:31][CH2:32][CH3:33])[CH:24]=2)=[CH:20][C:21]#[N:22])[CH:14]=[CH:15][C:16]=1[O:17][CH3:18].CCOC(C)=O.C([O-])(O)=O.[Na+]. Product: [CH2:32]([O:31][C:25]1[CH:24]=[C:23]([C:19]([C:13]2[CH:14]=[CH:15][C:16]([O:17][CH3:18])=[C:11]([N:10]3[CH:3]=[CH:7][CH:6]=[CH:5]3)[CH:12]=2)=[CH:20][C:21]#[N:22])[CH:28]=[CH:27][C:26]=1[O:29][CH3:30])[CH3:33]. The catalyst class is: 15.